This data is from Reaction yield outcomes from USPTO patents with 853,638 reactions. The task is: Predict the reaction yield, written as a fraction of the theoretical maximum amount of product (1.0 means a 100% yield; for example, 0.34 means a 34% yield). (1) The reactants are [NH2:1][CH:2]([CH2:12][C:13]1[CH:18]=[CH:17][C:16]([C:19]([F:22])([F:21])[F:20])=[CH:15][CH:14]=1)[CH:3]([C:5]1[CH:10]=[CH:9][CH:8]=[C:7]([F:11])[CH:6]=1)[OH:4].[C:23]1([C:34](O)=[O:35])[CH:24]=[CH:25][CH:26]=[C:27]2[CH2:33][CH2:32][CH2:31][CH:30]=[CH:29][C:28]=12.Cl.C(N=C=NCCCN(C)C)C.ON1C2C=CC=CC=2N=N1. The catalyst is C(#N)C.O. The product is [F:11][C:7]1[CH:6]=[C:5]([CH:3]([OH:4])[CH:2]([NH:1][C:34]([C:23]2[CH:24]=[CH:25][CH:26]=[C:27]3[CH2:33][CH2:32][CH2:31][CH:30]=[CH:29][C:28]=23)=[O:35])[CH2:12][C:13]2[CH:14]=[CH:15][C:16]([C:19]([F:22])([F:20])[F:21])=[CH:17][CH:18]=2)[CH:10]=[CH:9][CH:8]=1. The yield is 0.810. (2) The reactants are [S:1]1[CH:5]=[CH:4][CH:3]=[C:2]1[CH2:6][NH:7][C:8](=[O:14])[O:9][C:10]([CH3:13])([CH3:12])[CH3:11].C1C(=O)N([Br:22])C(=O)C1. The catalyst is CN(C=O)C.C(OCC)(=O)C. The product is [Br:22][C:5]1[S:1][C:2]([CH2:6][NH:7][C:8](=[O:14])[O:9][C:10]([CH3:11])([CH3:13])[CH3:12])=[CH:3][CH:4]=1. The yield is 0.910. (3) The reactants are CO[C:3](=[O:17])[C:4]1[C:9]([C:10]([F:13])([F:12])[F:11])=[CH:8][C:7]([Cl:14])=[CH:6][C:5]=1[CH2:15]Br.[F:18][C:19]([F:30])([F:29])[O:20][C:21]1[CH:28]=[CH:27][C:24]([CH2:25][NH2:26])=[CH:23][CH:22]=1.C([O-])([O-])=O.[K+].[K+].C(OCC)(=O)C. The catalyst is C1(C)C=CC=CC=1.CCCCCC. The product is [Cl:14][C:7]1[CH:6]=[C:5]2[C:4](=[C:9]([C:10]([F:11])([F:12])[F:13])[CH:8]=1)[C:3](=[O:17])[N:26]([CH2:25][C:24]1[CH:27]=[CH:28][C:21]([O:20][C:19]([F:18])([F:29])[F:30])=[CH:22][CH:23]=1)[CH2:15]2. The yield is 0.470. (4) The reactants are [OH:1][C:2]1[CH:7]=[CH:6][C:5]([N:8]2[CH2:13][CH2:12][N:11]([C:14]3[CH:19]=[CH:18][C:17]([N+:20]([O-:22])=[O:21])=[CH:16][CH:15]=3)[CH2:10][CH2:9]2)=[CH:4][CH:3]=1.C(NC(C)C)(C)C.[CH3:30][O:31][CH2:32]Cl. The catalyst is C(Cl)Cl. The product is [CH3:30][O:31][CH2:32][O:1][C:2]1[CH:7]=[CH:6][C:5]([N:8]2[CH2:13][CH2:12][N:11]([C:14]3[CH:19]=[CH:18][C:17]([N+:20]([O-:22])=[O:21])=[CH:16][CH:15]=3)[CH2:10][CH2:9]2)=[CH:4][CH:3]=1. The yield is 0.830. (5) The reactants are C([NH:4][C:5]1[CH:10]=[CH:9][C:8]([S:11]([NH:14][CH2:15][CH2:16][CH2:17][N:18]2[CH2:23][CH2:22][O:21][CH2:20][CH2:19]2)(=[O:13])=[O:12])=[CH:7][CH:6]=1)(=O)C. The catalyst is C(Cl)(Cl)Cl. The product is [NH2:4][C:5]1[CH:6]=[CH:7][C:8]([S:11]([NH:14][CH2:15][CH2:16][CH2:17][N:18]2[CH2:19][CH2:20][O:21][CH2:22][CH2:23]2)(=[O:13])=[O:12])=[CH:9][CH:10]=1. The yield is 0.710. (6) The reactants are N#N.Br[C:4]1[C:13]2[C:8](=[CH:9][CH:10]=[C:11]([F:14])[CH:12]=2)[C:7](=[O:15])[N:6]([CH3:16])[CH:5]=1.[CH3:17][S:18]([NH:21][C:22]1[CH:23]=[C:24](B(O)O)[CH:25]=[CH:26][CH:27]=1)(=[O:20])=[O:19].[O-]P([O-])([O-])=O.[K+].[K+].[K+]. The catalyst is O1CCOCC1.C1C=CC(P(C2C=CC=CC=2)[C-]2C=CC=C2)=CC=1.C1C=CC(P(C2C=CC=CC=2)[C-]2C=CC=C2)=CC=1.Cl[Pd]Cl.[Fe+2]. The product is [F:14][C:11]1[CH:12]=[C:13]2[C:8](=[CH:9][CH:10]=1)[C:7](=[O:15])[N:6]([CH3:16])[CH:5]=[C:4]2[C:26]1[CH:27]=[C:22]([NH:21][S:18]([CH3:17])(=[O:19])=[O:20])[CH:23]=[CH:24][CH:25]=1. The yield is 0.380. (7) The reactants are [CH:1](=[N:8][OH:9])[C:2]1[CH:7]=[CH:6][CH:5]=[CH:4][CH:3]=1.[Cl:10]N1C(=O)CCC1=O. The catalyst is CN(C=O)C. The product is [Cl:10][C:1](=[N:8][OH:9])[C:2]1[CH:7]=[CH:6][CH:5]=[CH:4][CH:3]=1. The yield is 0.930. (8) The reactants are [CH3:1][O:2][C:3]1[CH:8]=[CH:7][CH:6]=[CH:5][C:4]=1[OH:9].Br[CH:11]([Cl:13])[CH3:12].C(=O)([O-])[O-].[K+].[K+]. The catalyst is CC(=O)CC. The product is [Cl:13][CH2:11][CH2:12][O:9][C:4]1[CH:5]=[CH:6][CH:7]=[CH:8][C:3]=1[O:2][CH3:1]. The yield is 0.350. (9) The reactants are [CH2:1]([N:3]([CH2:32][CH3:33])[CH2:4][CH2:5]/[CH:6]=[CH:7]/[C:8]1[CH:13]=[CH:12][CH:11]=[CH:10][C:9]=1[S:14]([NH:17][C:18]1[CH:27]=[CH:26][C:25]2[CH2:24][CH2:23][CH2:22][CH2:21][C:20]=2[C:19]=1[C:28]([O:30]C)=[O:29])(=[O:16])=[O:15])[CH3:2].[Li+].[I-]. The catalyst is N1C=CC=CC=1. The product is [CH2:32]([N:3]([CH2:1][CH3:2])[CH2:4][CH2:5]/[CH:6]=[CH:7]/[C:8]1[CH:13]=[CH:12][CH:11]=[CH:10][C:9]=1[S:14]([NH:17][C:18]1[CH:27]=[CH:26][C:25]2[CH2:24][CH2:23][CH2:22][CH2:21][C:20]=2[C:19]=1[C:28]([OH:30])=[O:29])(=[O:16])=[O:15])[CH3:33]. The yield is 0.700. (10) The reactants are C1COCC1.O.[C:7]([C:11]1[CH:16]=[C:15]([C:17]([CH3:20])([CH3:19])[CH3:18])[C:14](=[O:21])[C:13](=[O:22])[C:12]=1[N+:23]([O-:25])=[O:24])([CH3:10])([CH3:9])[CH3:8].[O-]S(S([O-])=O)=O.[Na+].[Na+]. The catalyst is CCOC(C)=O. The product is [C:7]([C:11]1[C:12]([N+:23]([O-:25])=[O:24])=[C:13]([OH:22])[C:14]([OH:21])=[C:15]([C:17]([CH3:18])([CH3:19])[CH3:20])[CH:16]=1)([CH3:8])([CH3:9])[CH3:10]. The yield is 0.740.